From a dataset of Reaction yield outcomes from USPTO patents with 853,638 reactions. Predict the reaction yield, written as a fraction of the theoretical maximum amount of product (1.0 means a 100% yield; for example, 0.34 means a 34% yield). (1) The product is [CH2:37]([C:34]1[CH:35]=[CH:36][C:31]([C:29]2[N:30]=[C:25]([C:24]3[CH:41]=[CH:42][C:21]([CH2:20][OH:19])=[CH:22][CH:23]=3)[O:27][N:28]=2)=[CH:32][CH:33]=1)[CH:38]([CH3:40])[CH3:39]. The yield is 0.460. The catalyst is C(OCC)(=O)C. The reactants are [F-].C([N+](CCCC)(CCCC)CCCC)CCC.[OH:19][CH2:20][C:21]1[CH:42]=[CH:41][C:24]([C:25]([O:27][N:28]=[C:29]([C:31]2[CH:36]=[CH:35][C:34]([CH2:37][CH:38]([CH3:40])[CH3:39])=[CH:33][CH:32]=2)[NH2:30])=O)=[CH:23][CH:22]=1.C1COCC1. (2) The reactants are [Br:1][C:2]1[CH:10]=[CH:9][CH:8]=[CH:7][C:3]=1[C:4](Cl)=[O:5].[CH3:11][N:12]1[CH2:17][CH2:16][NH:15][CH2:14][CH2:13]1. The catalyst is C1(C)C=CC=CC=1. The product is [Br:1][C:2]1[CH:10]=[CH:9][CH:8]=[CH:7][C:3]=1[C:4]([N:15]1[CH2:16][CH2:17][N:12]([CH3:11])[CH2:13][CH2:14]1)=[O:5]. The yield is 0.770.